This data is from Reaction yield outcomes from USPTO patents with 853,638 reactions. The task is: Predict the reaction yield, written as a fraction of the theoretical maximum amount of product (1.0 means a 100% yield; for example, 0.34 means a 34% yield). (1) The reactants are [C:1]1([N:7]=[C:8]=[O:9])[CH:6]=[CH:5][CH:4]=[CH:3][CH:2]=1.[NH2:10][C:11]1[CH:12]=[C:13]2[CH2:19][C:18]3([CH:24]4[CH2:25][CH2:26][N:21]([CH2:22][CH2:23]4)[CH2:20]3)[O:17][C:14]2=[N:15][CH:16]=1. The catalyst is O1CCCC1. The product is [C:1]1([NH:7][C:8]([NH:10][C:11]2[CH:12]=[C:13]3[CH2:19][C:18]4([CH:24]5[CH2:23][CH2:22][N:21]([CH2:26][CH2:25]5)[CH2:20]4)[O:17][C:14]3=[N:15][CH:16]=2)=[O:9])[CH:6]=[CH:5][CH:4]=[CH:3][CH:2]=1. The yield is 0.860. (2) The reactants are [CH:1]1([C:4]2[N:5]=[C:6]3[C:11](O)=[N:10][CH:9]=[CH:8][N:7]3[C:13]=2[CH2:14][C:15]2[CH:34]=[CH:33][C:18]3/[C:19](=[C:29](/[CH3:32])\[C:30]#[N:31])/[C:20]4[CH:27]=[CH:26][C:25]([F:28])=[CH:24][C:21]=4[O:22][CH2:23][C:17]=3[CH:16]=2)[CH2:3][CH2:2]1.P(Cl)(Cl)([Cl:37])=O. No catalyst specified. The product is [Cl:37][C:11]1[C:6]2[N:7]([C:13]([CH2:14][C:15]3[CH:34]=[CH:33][C:18]4/[C:19](=[C:29](/[CH3:32])\[C:30]#[N:31])/[C:20]5[CH:27]=[CH:26][C:25]([F:28])=[CH:24][C:21]=5[O:22][CH2:23][C:17]=4[CH:16]=3)=[C:4]([CH:1]3[CH2:2][CH2:3]3)[N:5]=2)[CH:8]=[CH:9][N:10]=1. The yield is 0.960. (3) The yield is 0.570. The product is [C:32]([O:35][C:36]([N:1]([C:2]1[CH:3]=[N:4][CH:5]=[CH:6][C:7]=1[N:8]1[CH2:13][C@H:12]([CH3:14])[C@@H:11]([O:15][Si:16]([C:19]([CH3:22])([CH3:21])[CH3:20])([CH3:18])[CH3:17])[C@H:10]([NH:23][C:24]([O:25][C:26]([CH3:29])([CH3:28])[CH3:27])=[O:30])[CH2:9]1)[C:24](=[O:30])[O:25][C:26]([CH3:29])([CH3:28])[CH3:27])=[O:37])([CH3:34])([CH3:33])[CH3:31]. The reactants are [NH2:1][C:2]1[CH:3]=[N:4][CH:5]=[CH:6][C:7]=1[N:8]1[CH2:13][C@H:12]([CH3:14])[C@@H:11]([O:15][Si:16]([C:19]([CH3:22])([CH3:21])[CH3:20])([CH3:18])[CH3:17])[C@H:10]([NH:23][C:24](=[O:30])[O:25][C:26]([CH3:29])([CH3:28])[CH3:27])[CH2:9]1.[CH3:31][C:32]([O:35][C:36](O[C:36]([O:35][C:32]([CH3:34])([CH3:33])[CH3:31])=[O:37])=[O:37])([CH3:34])[CH3:33]. The catalyst is C(Cl)Cl.CN(C1C=CN=CC=1)C.CCOC(C)=O.O. (4) The reactants are [H-].[Na+].[N:3]1[CH:8]=[CH:7][C:6]([C:9]2[N:13]3[CH2:14][CH2:15][CH2:16][CH2:17][NH:18][C:12]3=[N:11][N:10]=2)=[CH:5][CH:4]=1.Cl[CH2:20][C:21]1[N:25]=[C:24]([C:26]2[CH:31]=[CH:30][CH:29]=[C:28]([Cl:32])[CH:27]=2)[O:23][N:22]=1.[NH4+].[Cl-]. The catalyst is CN(C=O)C. The product is [Cl:32][C:28]1[CH:27]=[C:26]([C:24]2[O:23][N:22]=[C:21]([CH2:20][N:18]3[CH2:17][CH2:16][CH2:15][CH2:14][N:13]4[C:9]([C:6]5[CH:7]=[CH:8][N:3]=[CH:4][CH:5]=5)=[N:10][N:11]=[C:12]34)[N:25]=2)[CH:31]=[CH:30][CH:29]=1. The yield is 0.540. (5) The reactants are [Cl:1][C:2]1[C:7]([CH2:8][OH:9])=[CH:6][N:5]=[C:4]([S:10][CH3:11])[N:3]=1. The catalyst is C(Cl)(Cl)Cl.[O-2].[Mn+4].[O-2]. The product is [Cl:1][C:2]1[C:7]([CH:8]=[O:9])=[CH:6][N:5]=[C:4]([S:10][CH3:11])[N:3]=1. The yield is 0.828. (6) The reactants are [CH3:1][C:2]1[C:6]([C:7]2[CH:16]=[C:15]3[C:10]([C:11]([NH:18][CH:19]([CH3:23])[CH2:20][O:21][CH3:22])=[C:12]([NH2:17])[CH:13]=[N:14]3)=[CH:9][C:8]=2[O:24][CH3:25])=[C:5]([CH3:26])[O:4][N:3]=1.[N:27]([CH2:30][CH2:31][O:32][CH3:33])=[C:28]=S. No catalyst specified. The product is [CH3:1][C:2]1[C:6]([C:7]2[C:8]([O:24][CH3:25])=[CH:9][C:10]3[C:11]4[N:18]([CH:19]([CH3:23])[CH2:20][O:21][CH3:22])[C:28]([NH:27][CH2:30][CH2:31][O:32][CH3:33])=[N:17][C:12]=4[CH:13]=[N:14][C:15]=3[CH:16]=2)=[C:5]([CH3:26])[O:4][N:3]=1. The yield is 0.470. (7) The reactants are [F:1][C:2]1[CH:7]=[CH:6][CH:5]=[CH:4][C:3]=1[CH2:8][C:9]([O:11][C@H:12]([C:14]1[CH:19]=[CH:18][CH:17]=[CH:16][CH:15]=1)[CH3:13])=[O:10].[CH2:20]1[CH2:30][CH2:29][N:28]2C(=NC[CH2:26][CH2:27]2)CC1.C(Br)(Br)(Br)Br.N1CCCCC1. The catalyst is C1COCC1.C(OCC)C.C1(C)C=CC=CC=1. The product is [F:1][C:2]1[CH:7]=[CH:6][CH:5]=[CH:4][C:3]=1[C@@H:8]([N:28]1[CH2:27][CH2:26][CH2:20][CH2:30][CH2:29]1)[C:9]([O:11][C@H:12]([C:14]1[CH:15]=[CH:16][CH:17]=[CH:18][CH:19]=1)[CH3:13])=[O:10]. The yield is 0.110.